From a dataset of Full USPTO retrosynthesis dataset with 1.9M reactions from patents (1976-2016). Predict the reactants needed to synthesize the given product. Given the product [Cl:24][C:21]1[CH:20]=[CH:19][C:18]([C:12]2[C:11]3[CH2:10][CH2:9][NH:8][CH2:17][CH2:16][C:15]=3[N:14]([CH2:28][C:27]3[C:26]([F:25])=[CH:33][C:32]([F:34])=[CH:31][C:30]=3[F:35])[N:13]=2)=[CH:23][CH:22]=1, predict the reactants needed to synthesize it. The reactants are: C(OC([N:8]1[CH2:17][CH2:16][C:15]2[NH:14][N:13]=[C:12]([C:18]3[CH:23]=[CH:22][C:21]([Cl:24])=[CH:20][CH:19]=3)[C:11]=2[CH2:10][CH2:9]1)=O)(C)(C)C.[F:25][C:26]1[CH:33]=[C:32]([F:34])[CH:31]=[C:30]([F:35])[C:27]=1[CH2:28]Cl.